From a dataset of Peptide-MHC class II binding affinity with 134,281 pairs from IEDB. Regression. Given a peptide amino acid sequence and an MHC pseudo amino acid sequence, predict their binding affinity value. This is MHC class II binding data. (1) The peptide sequence is KLRSAGELELQFRRV. The MHC is HLA-DPA10103-DPB10301 with pseudo-sequence HLA-DPA10103-DPB10301. The binding affinity (normalized) is 0.243. (2) The peptide sequence is SDYVYEPFPKRVWEQ. The MHC is DRB1_0802 with pseudo-sequence DRB1_0802. The binding affinity (normalized) is 0.163. (3) The MHC is DRB1_0404 with pseudo-sequence DRB1_0404. The binding affinity (normalized) is 0.308. The peptide sequence is VDRDTARRHLAEGKV.